Predict the reactants needed to synthesize the given product. From a dataset of Full USPTO retrosynthesis dataset with 1.9M reactions from patents (1976-2016). (1) Given the product [O:29]=[S:23]1(=[O:28])[CH2:24][CH2:25][CH2:26][CH2:27][C@:22]1([CH2:30][C:31]([OH:33])=[O:32])[C:20]1[S:21][C:17](/[CH:16]=[CH:15]/[C:12]2[CH:11]=[CH:10][C:9]([OH:8])=[CH:14][CH:13]=2)=[CH:18][CH:19]=1, predict the reactants needed to synthesize it. The reactants are: C(OC([O:8][C:9]1[CH:14]=[CH:13][C:12](/[CH:15]=[CH:16]/[C:17]2[S:21][C:20]([C@@:22]3([CH2:30][C:31]([OH:33])=[O:32])[CH2:27][CH2:26][CH2:25][CH2:24][S:23]3(=[O:29])=[O:28])=[CH:19][CH:18]=2)=[CH:11][CH:10]=1)=O)(C)(C)C.Cl. (2) Given the product [ClH:71].[NH2:8][C@H:9]1[CH2:10][C:11]2[C:16](=[CH:15][CH:14]=[CH:13][C:12]=2[O:20][CH3:21])[N:17]([OH:18])[C:22]1=[O:24], predict the reactants needed to synthesize it. The reactants are: C1(C(C2C=CC=CC=2)=[N:8][C@H:9]([C:22]([O:24]C(C)(C)C)=O)[CH2:10][C:11]2[C:16]([N+:17]([O-])=[O:18])=[CH:15][CH:14]=[CH:13][C:12]=2[O:20][CH3:21])C=CC=CC=1.C1(C(C2C=CC=CC=2)=NCC(OC(C)(C)C)=O)C=CC=CC=1.BrCC1C([N+]([O-])=O)=CC=CC=1OC.C(Cl)[Cl:71].